Dataset: Full USPTO retrosynthesis dataset with 1.9M reactions from patents (1976-2016). Task: Predict the reactants needed to synthesize the given product. (1) Given the product [C:24]([Si:11]([C:18]1[CH:19]=[CH:20][CH:21]=[CH:22][CH:23]=1)([C:12]1[CH:17]=[CH:16][CH:15]=[CH:14][CH:13]=1)[O:10][CH2:9][C:8]([F:29])([F:28])[CH2:7][NH:54][CH:52]([CH3:53])[CH2:51][C:45]1[C:44]2[C:48](=[CH:49][CH:50]=[C:42]([F:41])[CH:43]=2)[NH:47][CH:46]=1)([CH3:25])([CH3:26])[CH3:27], predict the reactants needed to synthesize it. The reactants are: FC(F)(F)S(O[CH2:7][C:8]([F:29])([F:28])[CH2:9][O:10][Si:11]([C:24]([CH3:27])([CH3:26])[CH3:25])([C:18]1[CH:23]=[CH:22][CH:21]=[CH:20][CH:19]=1)[C:12]1[CH:17]=[CH:16][CH:15]=[CH:14][CH:13]=1)(=O)=O.CCN(C(C)C)C(C)C.[F:41][C:42]1[CH:43]=[C:44]2[C:48](=[CH:49][CH:50]=1)[NH:47][CH:46]=[C:45]2[CH2:51][CH:52]([NH2:54])[CH3:53]. (2) Given the product [Br:1][CH2:2][CH2:3][N:4]1[C:8]([CH2:9][OH:10])=[CH:7][C:6]([N+:13]([O-:15])=[O:14])=[N:5]1, predict the reactants needed to synthesize it. The reactants are: [Br:1][CH2:2][CH2:3][N:4]1[C:8]([C:9](OC)=[O:10])=[CH:7][C:6]([N+:13]([O-:15])=[O:14])=[N:5]1.[BH4-].[Li+]. (3) Given the product [F:1][C:2]1[CH:7]=[CH:6][C:5]([S:8]([CH:11]([C:22]2[C:27]([F:28])=[CH:26][CH:25]=[C:24]([F:29])[C:23]=2[F:30])[C:12]2[C:13]([CH3:21])=[CH:14][C:15]([C:18]([NH:20][CH2:35][OH:36])=[O:19])=[N:16][CH:17]=2)(=[O:10])=[O:9])=[CH:4][CH:3]=1, predict the reactants needed to synthesize it. The reactants are: [F:1][C:2]1[CH:7]=[CH:6][C:5]([S:8]([CH:11]([C:22]2[C:27]([F:28])=[CH:26][CH:25]=[C:24]([F:29])[C:23]=2[F:30])[C:12]2[C:13]([CH3:21])=[CH:14][C:15]([C:18]([NH2:20])=[O:19])=[N:16][CH:17]=2)(=[O:10])=[O:9])=[CH:4][CH:3]=1.C=O.[OH-].[Na+].[C:35](=O)([O-])[O-:36].[Na+].[Na+]. (4) Given the product [C:1]([O:5][C:6](=[O:19])[NH:7][C@H:8]([CH2:9][C:10]1[CH:15]=[CH:14][CH:13]=[CH:12][CH:11]=1)[C@@H:16]([OH:17])[CH2:18][N:21]1[CH2:22][CH2:23][C:24]2[C:29](=[CH:28][CH:27]=[CH:26][CH:25]=2)[CH2:20]1)([CH3:4])([CH3:3])[CH3:2], predict the reactants needed to synthesize it. The reactants are: [C:1]([O:5][C:6](=[O:19])[NH:7][C@@H:8]([C@@H:16]1[CH2:18][O:17]1)[CH2:9][C:10]1[CH:15]=[CH:14][CH:13]=[CH:12][CH:11]=1)([CH3:4])([CH3:3])[CH3:2].[CH2:20]1[C:29]2[C:24](=[CH:25][CH:26]=[CH:27][CH:28]=2)[CH2:23][CH2:22][NH:21]1. (5) Given the product [CH3:8][O:9][C:10]1[CH:11]=[C:12]2[C:17](=[CH:18][CH:19]=1)[NH:16][C:15](=[O:3])[CH:14]=[CH:13]2, predict the reactants needed to synthesize it. The reactants are: C(OC(=O)C)(=[O:3])C.[CH3:8][O:9][C:10]1[CH:11]=[C:12]2[C:17](=[CH:18][CH:19]=1)[N+:16]([O-])=[CH:15][CH:14]=[CH:13]2. (6) Given the product [S:1]1[C:5]2[CH:6]=[CH:7][CH:8]=[CH:9][C:4]=2[N:3]=[C:2]1[N:10]1[C:14](=[O:15])[C:13](=[CH:25][N:26]([CH3:28])[CH3:27])[C:12]([C:16]2[CH:21]=[CH:20][CH:19]=[C:18]([Cl:22])[CH:17]=2)=[N:11]1, predict the reactants needed to synthesize it. The reactants are: [S:1]1[C:5]2[CH:6]=[CH:7][CH:8]=[CH:9][C:4]=2[N:3]=[C:2]1[N:10]1[C:14](=[O:15])[CH:13]=[C:12]([C:16]2[CH:21]=[CH:20][CH:19]=[C:18]([Cl:22])[CH:17]=2)[NH:11]1.CO[CH:25](OC)[N:26]([CH3:28])[CH3:27]. (7) The reactants are: [Cl:1][C:2]1[N:7]=[CH:6][C:5]2[CH:8]=[C:9]([C:11]([OH:13])=O)[NH:10][C:4]=2[CH:3]=1.CCN=C=NCCCN(C)C.C1C=C2N=NN(O)C2=CC=1.O.[NH2:36][CH:37]1[CH2:46][C:45]2[C:40](=[CH:41][C:42]([Cl:47])=[CH:43][CH:44]=2)[NH:39][C:38]1=[O:48].CCN(C(C)C)C(C)C. Given the product [Cl:47][C:42]1[CH:41]=[C:40]2[C:45]([CH2:46][CH:37]([NH:36][C:11]([C:9]3[NH:10][C:4]4[CH:3]=[C:2]([Cl:1])[N:7]=[CH:6][C:5]=4[CH:8]=3)=[O:13])[C:38](=[O:48])[NH:39]2)=[CH:44][CH:43]=1, predict the reactants needed to synthesize it.